Dataset: Catalyst prediction with 721,799 reactions and 888 catalyst types from USPTO. Task: Predict which catalyst facilitates the given reaction. Reactant: [H-].[Na+].[CH2:3]([O:10][CH2:11][CH2:12][CH2:13][C@H:14]([OH:17])[CH2:15][OH:16])[C:4]1[CH:9]=[CH:8][CH:7]=[CH:6][CH:5]=1.[CH2:18](Br)[CH2:19][CH2:20][CH2:21][CH2:22][CH2:23][CH2:24][CH2:25][CH2:26][CH2:27][CH2:28][CH2:29][CH2:30][CH2:31][CH2:32][CH2:33][CH2:34][CH3:35]. Product: [CH2:18]([O:17][C@H:14]([CH2:15][O:16][CH2:35][CH2:34][CH2:33][CH2:32][CH2:31][CH2:30][CH2:29][CH2:28][CH2:27][CH2:26][CH2:25][CH2:24][CH2:23][CH2:22][CH2:21][CH2:20][CH2:19][CH3:18])[CH2:13][CH2:12][CH2:11][O:10][CH2:3][C:4]1[CH:9]=[CH:8][CH:7]=[CH:6][CH:5]=1)[CH2:19][CH2:20][CH2:21][CH2:22][CH2:23][CH2:24][CH2:25][CH2:26][CH2:27][CH2:28][CH2:29][CH2:30][CH2:31][CH2:32][CH2:33][CH2:34][CH3:35]. The catalyst class is: 3.